This data is from Reaction yield outcomes from USPTO patents with 853,638 reactions. The task is: Predict the reaction yield, written as a fraction of the theoretical maximum amount of product (1.0 means a 100% yield; for example, 0.34 means a 34% yield). (1) The product is [S:21]([NH:1][C:2]1[C:3]([C:19]#[N:20])=[C:4]([CH:16]=[CH:17][CH:18]=1)[O:5][CH2:6][C:7]([NH:10][C:11]([NH:13][CH2:14][CH3:15])=[O:12])([CH3:8])[CH3:9])(=[O:24])(=[O:23])[NH2:22]. No catalyst specified. The yield is 1.00. The reactants are [NH2:1][C:2]1[C:3]([C:19]#[N:20])=[C:4]([CH:16]=[CH:17][CH:18]=1)[O:5][CH2:6][C:7]([NH:10][C:11]([NH:13][CH2:14][CH3:15])=[O:12])([CH3:9])[CH3:8].[S:21](Cl)(=[O:24])(=[O:23])[NH2:22]. (2) The reactants are C([O:8][C:9](=[O:30])[C@@H:10]([CH2:14][C:15]([N:17]1[C:29]2[CH:28]=[CH:27][CH:26]=[CH:25][C:24]=2[C:23]2[C:18]1=[CH:19][CH:20]=[CH:21][CH:22]=2)=[O:16])[CH2:11][CH2:12][CH3:13])C1C=CC=CC=1. The catalyst is CCOC(C)=O.[Pd]. The product is [CH:28]1[C:29]2[N:17]([C:15](=[O:16])[CH2:14][C@@H:10]([CH2:11][CH2:12][CH3:13])[C:9]([OH:30])=[O:8])[C:18]3[C:23](=[CH:22][CH:21]=[CH:20][CH:19]=3)[C:24]=2[CH:25]=[CH:26][CH:27]=1. The yield is 0.840. (3) The reactants are [F:1][C:2]1([F:11])[CH2:5][C:4]([CH2:7]C(O)=O)([CH3:6])[CH2:3]1.C1C=CC(P([N:26]=[N+]=[N-])(C2C=CC=CC=2)=O)=CC=1.[Cl:29][C:30]1[CH:31]=[C:32]([C:37]2[C:45]([C:46]([NH2:48])=[O:47])=[C:40]3[CH2:41][NH:42][CH2:43][CH2:44][N:39]3[N:38]=2)[CH:33]=[CH:34][C:35]=1[F:36].C1[CH2:53][O:52]CC1. The catalyst is C1(C)C=CC=CC=1.C(OCC)(=O)C. The product is [Cl:29][C:30]1[CH:31]=[C:32]([C:37]2[C:45]([C:46]([NH2:48])=[O:47])=[C:40]3[CH2:41][N:42]([C:53]([NH:26][CH2:7][C:4]4([CH3:6])[CH2:3][C:2]([F:1])([F:11])[CH2:5]4)=[O:52])[CH2:43][CH2:44][N:39]3[N:38]=2)[CH:33]=[CH:34][C:35]=1[F:36]. The yield is 0.0400. (4) The reactants are C([O-])=O.[NH4+].C([O:12][C:13]1[CH:22]=[C:21]2[C:16]([C:17](=[O:31])[N:18]([CH2:23][O:24][C:25](=[O:30])[C:26]([CH3:29])([CH3:28])[CH3:27])[CH:19]=[N:20]2)=[C:15]([O:32][CH2:33][C@H:34]2[CH2:38][CH2:37][CH2:36][N:35]2[C:39]([O:41][C:42]([CH3:45])([CH3:44])[CH3:43])=[O:40])[CH:14]=1)C1C=CC=CC=1. The catalyst is [Pd].C(OCC)(=O)C. The product is [CH3:27][C:26]([CH3:29])([CH3:28])[C:25]([O:24][CH2:23][N:18]1[C:17](=[O:31])[C:16]2[C:21](=[CH:22][C:13]([OH:12])=[CH:14][C:15]=2[O:32][CH2:33][C@H:34]2[CH2:38][CH2:37][CH2:36][N:35]2[C:39]([O:41][C:42]([CH3:45])([CH3:44])[CH3:43])=[O:40])[N:20]=[CH:19]1)=[O:30]. The yield is 0.520. (5) The reactants are [CH3:1][N:2]([CH3:19])[C:3](=[O:18])[C@H:4]([O:6][C:7]1[CH:16]=[CH:15][CH:14]=[C:13]2[C:8]=1[C:9](=O)[NH:10][CH:11]=[N:12]2)[CH3:5].[S:20]1[CH:24]=[C:23]([CH2:25][N:26]2[C:34]3[C:29](=[CH:30][C:31]([NH2:35])=[CH:32][CH:33]=3)[CH:28]=[CH:27]2)[N:22]=[CH:21]1. No catalyst specified. The product is [CH3:1][N:2]([CH3:19])[C:3](=[O:18])[C@H:4]([O:6][C:7]1[CH:16]=[CH:15][CH:14]=[C:13]2[C:8]=1[C:9]([NH:35][C:31]1[CH:30]=[C:29]3[C:34](=[CH:33][CH:32]=1)[N:26]([CH2:25][C:23]1[N:22]=[CH:21][S:20][CH:24]=1)[CH:27]=[CH:28]3)=[N:10][CH:11]=[N:12]2)[CH3:5]. The yield is 0.730. (6) The reactants are [N:1]1([C:7]([O:9][CH2:10][C:11]2[CH:16]=[CH:15][CH:14]=[CH:13][CH:12]=2)=[O:8])[CH2:6][CH2:5][NH:4][CH2:3][CH2:2]1.O=[C:18]1[CH2:23][CH2:22][N:21]([C:24]([O:26][C:27]([CH3:30])([CH3:29])[CH3:28])=[O:25])[CH2:20][CH2:19]1.C(O)(=O)C. The catalyst is CO.[Pd]. The product is [C:27]([O:26][C:24]([N:21]1[CH2:22][CH2:23][CH:18]([N:4]2[CH2:5][CH2:6][N:1]([C:7]([O:9][CH2:10][C:11]3[CH:16]=[CH:15][CH:14]=[CH:13][CH:12]=3)=[O:8])[CH2:2][CH2:3]2)[CH2:19][CH2:20]1)=[O:25])([CH3:30])([CH3:28])[CH3:29]. The yield is 0.296. (7) The product is [OH:1][C:2]1[C:10]([N+:11]([O-:13])=[O:12])=[CH:9][CH:8]=[CH:7][C:3]=1[C:4]([O:6][CH3:14])=[O:5]. The catalyst is CN(C=O)C. The yield is 0.996. The reactants are [OH:1][C:2]1[C:10]([N+:11]([O-:13])=[O:12])=[CH:9][CH:8]=[CH:7][C:3]=1[C:4]([OH:6])=[O:5].[C:14]([O-])([O-])=O.[K+].[K+].S(OC)(OC)(=O)=O. (8) The reactants are [CH2:1]([N:5]([C:49]1[CH:54]=[CH:53][C:52](CCC(OC)=O)=[CH:51][CH:50]=1)[C:6]([C:8]1[C:12]([Cl:13])=[C:11]([CH3:14])[N:10]([C:15]2[CH:20]=[CH:19][C:18]([C:21](=[O:36])[NH:22][S:23]([C:26]3[CH:35]=[CH:34][C:33]4[C:28](=[CH:29][CH:30]=[CH:31][CH:32]=4)[CH:27]=3)(=[O:25])=[O:24])=[CH:17][C:16]=2[C:37]([N:39]2[CH2:48][CH2:47][C:46]3[C:41](=[CH:42][CH:43]=[CH:44][CH:45]=3)[CH2:40]2)=[O:38])[N:9]=1)=[O:7])[CH2:2][CH2:3][CH3:4].ClC1C(C(O)=O)=NN(C2C=CC(C(=O)NS(C3C=CC4C(=CC=CC=4)C=3)(=O)=O)=CC=2C(N2CCC3C(=CC=CC=3)C2)=O)C=1C.C(NC1C=CC([I:116])=CC=1)CCC. No catalyst specified. The product is [CH2:1]([N:5]([C:49]1[CH:54]=[CH:53][C:52]([I:116])=[CH:51][CH:50]=1)[C:6]([C:8]1[C:12]([Cl:13])=[C:11]([CH3:14])[N:10]([C:15]2[CH:20]=[CH:19][C:18]([C:21](=[O:36])[NH:22][S:23]([C:26]3[CH:35]=[CH:34][C:33]4[C:28](=[CH:29][CH:30]=[CH:31][CH:32]=4)[CH:27]=3)(=[O:25])=[O:24])=[CH:17][C:16]=2[C:37]([N:39]2[CH2:48][CH2:47][C:46]3[C:41](=[CH:42][CH:43]=[CH:44][CH:45]=3)[CH2:40]2)=[O:38])[N:9]=1)=[O:7])[CH2:2][CH2:3][CH3:4]. The yield is 0.410. (9) The reactants are [Br:1][C:2]1[CH:7]=[CH:6][C:5]([C:8](=O)[CH2:9][CH2:10][C:11]([OH:13])=O)=[CH:4][CH:3]=1.[NH2:15][NH2:16].O. The catalyst is CCO. The product is [Br:1][C:2]1[CH:7]=[CH:6][C:5]([C:8]2[CH2:9][CH2:10][C:11](=[O:13])[NH:15][N:16]=2)=[CH:4][CH:3]=1. The yield is 0.980. (10) The reactants are [O:1]1[CH:5]=[CH:4][CH:3]=[C:2]1[C:6]1[CH:7]=[C:8]([CH:12]=[CH:13][CH:14]=1)[C:9]([OH:11])=O.FC(F)(F)C(O)=O.[Cl:22][C:23]1[CH:28]=[CH:27][C:26]([NH:29][C:30]([CH:32]2[CH2:37][CH2:36][CH2:35][NH:34][CH2:33]2)=[O:31])=[CH:25][CH:24]=1.Cl.C(N=C=NCCCN(C)C)C.C(N(C(C)C)CC)(C)C.Cl. The catalyst is ClCCl. The product is [Cl:22][C:23]1[CH:24]=[CH:25][C:26]([NH:29][C:30]([CH:32]2[CH2:37][CH2:36][CH2:35][N:34]([C:9](=[O:11])[C:8]3[CH:12]=[CH:13][CH:14]=[C:6]([C:2]4[O:1][CH:5]=[CH:4][CH:3]=4)[CH:7]=3)[CH2:33]2)=[O:31])=[CH:27][CH:28]=1. The yield is 0.570.